From a dataset of Full USPTO retrosynthesis dataset with 1.9M reactions from patents (1976-2016). Predict the reactants needed to synthesize the given product. (1) Given the product [CH2:14]([N:17]1[CH2:12][C:4]2[C:5](=[CH:10][CH:11]=[C:2]([Br:1])[CH:3]=2)[C:6]1=[O:8])[CH:15]=[CH2:16], predict the reactants needed to synthesize it. The reactants are: [Br:1][C:2]1[CH:11]=[CH:10][C:5]([C:6]([O:8]C)=O)=[C:4]([CH2:12]Br)[CH:3]=1.[CH2:14]([NH2:17])[CH:15]=[CH2:16]. (2) Given the product [NH2:15][C:7]1[C:6]([C:4]([C:18]2[CH:23]=[CH:22][CH:21]=[CH:20][C:19]=2[C:24]([F:27])([F:26])[F:25])=[O:5])=[CH:11][N:10]=[C:9]([S:12][CH2:13][CH3:14])[N:8]=1, predict the reactants needed to synthesize it. The reactants are: CON(C)[C:4]([C:6]1[C:7]([NH2:15])=[N:8][C:9]([S:12][CH2:13][CH3:14])=[N:10][CH:11]=1)=[O:5].I[C:18]1[CH:23]=[CH:22][CH:21]=[CH:20][C:19]=1[C:24]([F:27])([F:26])[F:25]. (3) Given the product [CH3:20][O:21][C:22]1[CH:23]=[CH:24][C:25]([CH2:26][N:15]2[CH2:19][CH2:18][CH2:17][CH2:16]2)=[CH:28][C:29]=1[OH:30], predict the reactants needed to synthesize it. The reactants are: [BH-](OC(C)=O)(OC(C)=O)OC(C)=O.[Na+].[NH:15]1[CH2:19][CH2:18][CH2:17][CH2:16]1.[CH3:20][O:21][C:22]1[C:29]([OH:30])=[CH:28][C:25]([CH:26]=O)=[CH:24][CH:23]=1.Cl. (4) The reactants are: [CH2:1]([Mg]Br)[CH3:2].[Br:5][C:6]1[CH:13]=[CH:12][C:9]([C:10]#[N:11])=[CH:8][CH:7]=1.B(F)(F)F.CCOCC.Cl.[OH-].[Na+]. Given the product [Br:5][C:6]1[CH:13]=[CH:12][C:9]([C:10]2([NH2:11])[CH2:2][CH2:1]2)=[CH:8][CH:7]=1, predict the reactants needed to synthesize it. (5) Given the product [CH3:10][Si:3]([CH2:2][NH:17][CH:14]1[CH2:16][CH2:15]1)([CH3:11])[C:4]1[CH:9]=[CH:8][CH:7]=[CH:6][CH:5]=1, predict the reactants needed to synthesize it. The reactants are: Cl[CH2:2][Si:3]([CH3:11])([CH3:10])[C:4]1[CH:9]=[CH:8][CH:7]=[CH:6][CH:5]=1.[I-].[Na+].[CH:14]1([NH2:17])[CH2:16][CH2:15]1. (6) Given the product [CH2:1]1[O:9][C:8]2[CH:7]=[CH:6][C:5]([C:14]3[CH:18]=[CH:17][S:16][C:15]=3[S:19]([N:22]3[CH:26]=[CH:25][CH:24]=[CH:23]3)(=[O:20])=[O:21])=[CH:4][C:3]=2[O:2]1, predict the reactants needed to synthesize it. The reactants are: [CH2:1]1[O:9][C:8]2[CH:7]=[CH:6][C:5](B(O)O)=[CH:4][C:3]=2[O:2]1.Br[C:14]1[CH:18]=[CH:17][S:16][C:15]=1[S:19]([N:22]1[CH:26]=[CH:25][CH:24]=[CH:23]1)(=[O:21])=[O:20]. (7) Given the product [CH2:19]([NH:22][C:23]([CH:25]1[C:33]2[C:28](=[CH:29][C:30]([O:34][C:2]3[CH:7]=[CH:6][N:5]=[C:4]4[CH:8]=[C:9]([C:11]([N:13]5[CH2:17][CH2:16][CH:15]([OH:18])[CH2:14]5)=[O:12])[S:10][C:3]=34)=[CH:31][CH:32]=2)[N:27]([CH3:35])[CH:26]1[CH3:36])=[O:24])[CH2:20][CH3:21], predict the reactants needed to synthesize it. The reactants are: Cl[C:2]1[CH:7]=[CH:6][N:5]=[C:4]2[CH:8]=[C:9]([C:11]([N:13]3[CH2:17][CH2:16][C@@H:15]([OH:18])[CH2:14]3)=[O:12])[S:10][C:3]=12.[CH2:19]([NH:22][C:23]([C:25]1[C:33]2[C:28](=[CH:29][C:30]([OH:34])=[CH:31][CH:32]=2)[N:27]([CH3:35])[C:26]=1[CH3:36])=[O:24])[CH2:20][CH3:21].C([O-])([O-])=O.[Cs+].[Cs+].